Dataset: Full USPTO retrosynthesis dataset with 1.9M reactions from patents (1976-2016). Task: Predict the reactants needed to synthesize the given product. (1) Given the product [C:15]1([S:21]([N:24]2[CH:25]=[CH:26][CH:27]=[C:28]2[C:11]([C:8]2[CH:9]=[CH:10][C:5]([CH3:14])=[CH:6][CH:7]=2)=[O:12])(=[O:23])=[O:22])[CH:16]=[CH:17][CH:18]=[CH:19][CH:20]=1, predict the reactants needed to synthesize it. The reactants are: [Cl-].[Al+3].[Cl-].[Cl-].[C:5]1([CH3:14])[CH:10]=[CH:9][C:8]([C:11](Cl)=[O:12])=[CH:7][CH:6]=1.[C:15]1([S:21]([N:24]2[CH:28]=[CH:27][CH:26]=[CH:25]2)(=[O:23])=[O:22])[CH:20]=[CH:19][CH:18]=[CH:17][CH:16]=1. (2) Given the product [CH3:28][CH:9]([CH2:8][CH2:7][N:1]1[CH2:2][CH2:3][O:4][CH2:5][CH2:6]1)[C:10]([C:12]1[CH:17]=[CH:16][CH:15]=[C:14]([O:18][CH2:19][C:20]2[CH:21]=[CH:22][CH:23]=[CH:24][CH:25]=2)[CH:13]=1)=[O:11], predict the reactants needed to synthesize it. The reactants are: [N:1]1([CH2:7][CH2:8][CH2:9][C:10]([C:12]2[CH:17]=[CH:16][CH:15]=[C:14]([O:18][CH2:19][C:20]3[CH:25]=[CH:24][CH:23]=[CH:22][CH:21]=3)[CH:13]=2)=[O:11])[CH2:6][CH2:5][O:4][CH2:3][CH2:2]1.[H-].[Na+].[CH3:28]I. (3) Given the product [NH2:13][C:9]1[CH:8]=[C:7]([CH2:6][C:5]([N:1]2[CH2:4][CH2:3][CH2:2]2)=[O:16])[CH:12]=[CH:11][CH:10]=1, predict the reactants needed to synthesize it. The reactants are: [N:1]1([C:5](=[O:16])[CH2:6][C:7]2[CH:12]=[CH:11][CH:10]=[C:9]([N+:13]([O-])=O)[CH:8]=2)[CH2:4][CH2:3][CH2:2]1.